Dataset: Full USPTO retrosynthesis dataset with 1.9M reactions from patents (1976-2016). Task: Predict the reactants needed to synthesize the given product. (1) Given the product [F:1][CH2:2][CH:3]([OH:7])[C:4]([O:6][CH2:14][C:8]1[CH:13]=[CH:12][CH:11]=[CH:10][CH:9]=1)=[O:5], predict the reactants needed to synthesize it. The reactants are: [F:1][CH2:2][CH:3]([OH:7])[C:4]([O-:6])=[O:5].[C:8]1([CH:14]([NH3+])C)[CH:13]=[CH:12][CH:11]=[CH:10][CH:9]=1.C(Br)C1C=CC=CC=1. (2) Given the product [CH2:1]([O:8][C:9]1[C:10]2[N:11]([C:16]([C:20]([NH:56][CH2:57][C:58]([NH:63][C:64](=[O:70])[O:65][C:66]([CH3:69])([CH3:68])[CH3:67])([CH3:62])[CH2:59][CH2:60][CH3:61])=[O:21])=[C:17]([CH3:19])[N:18]=2)[CH:12]=[C:13]([CH3:15])[CH:14]=1)[C:2]1[CH:3]=[CH:4][CH:5]=[CH:6][CH:7]=1, predict the reactants needed to synthesize it. The reactants are: [CH2:1]([O:8][C:9]1[C:10]2[N:11]([C:16]([C:20](O)=[O:21])=[C:17]([CH3:19])[N:18]=2)[CH:12]=[C:13]([CH3:15])[CH:14]=1)[C:2]1[CH:7]=[CH:6][CH:5]=[CH:4][CH:3]=1.CN(C(ON1N=NC2C=CC=NC1=2)=[N+](C)C)C.F[P-](F)(F)(F)(F)F.C(N(CC)C(C)C)(C)C.[NH2:56][CH2:57][C:58]([NH:63][C:64](=[O:70])[O:65][C:66]([CH3:69])([CH3:68])[CH3:67])([CH3:62])[CH2:59][CH2:60][CH3:61]. (3) The reactants are: C(O[C:4](=O)[C:5]1[CH:10]=[CH:9][CH:8]=[CH:7][CH:6]=1)=O.[CH:12]([O-:14])=[O:13].[NH4+:15]. Given the product [CH:8]1[CH:7]=[CH:6][C:5]([CH:4]([NH2:15])[C:12]([OH:14])=[O:13])=[CH:10][CH:9]=1, predict the reactants needed to synthesize it. (4) Given the product [NH2:1][C:2]1[C:11]2[C:6](=[CH:7][CH:8]=[CH:9][C:10]=2[O:12][CH2:13][CH:14]2[CH2:18][CH2:17][CH2:16][CH2:15]2)[N:5]=[C:4]([CH3:19])[C:3]=1[C:20]([OH:22])=[O:21], predict the reactants needed to synthesize it. The reactants are: [NH2:1][C:2]1[C:11]2[C:6](=[CH:7][CH:8]=[CH:9][C:10]=2[O:12][CH2:13][CH:14]2[CH2:18][CH2:17][CH2:16][CH2:15]2)[N:5]=[C:4]([CH3:19])[C:3]=1[C:20]([O:22]CC)=[O:21].[OH-].[Na+]. (5) Given the product [F:23][C:5]1[C:6]([C@@H:8]2[CH2:12][CH2:11][CH2:10][N:9]2[C@@H:13]([C:15]2[CH:20]=[CH:19][C:18]([O:21][CH3:22])=[CH:17][CH:16]=2)[CH3:14])=[CH:7][C:2]([N:31]([C:28]2[CH:29]=[CH:30][C:25]([F:24])=[CH:26][CH:27]=2)[CH3:32])=[N:3][CH:4]=1, predict the reactants needed to synthesize it. The reactants are: Cl[C:2]1[CH:7]=[C:6]([C@@H:8]2[CH2:12][CH2:11][CH2:10][N:9]2[C@@H:13]([C:15]2[CH:20]=[CH:19][C:18]([O:21][CH3:22])=[CH:17][CH:16]=2)[CH3:14])[C:5]([F:23])=[CH:4][N:3]=1.[F:24][C:25]1[CH:30]=[CH:29][C:28]([NH:31][CH3:32])=[CH:27][CH:26]=1.C1(P(C2CCCCC2)C2C=CC=CC=2C2C=CC=CC=2)CCCCC1.CC(C)([O-])C.[K+]. (6) Given the product [OH:20][C@@H:21]([CH2:33][CH:34]([CH3:36])[CH3:35])[C:22]([NH:24][C@H:25]([C:30]([NH:1][C@H:2]1[CH2:8][CH:7]=[CH:6][C@@H:5]([C:9]2[CH:10]=[CH:11][CH:12]=[CH:13][CH:14]=2)[N:4]([CH2:15][CH2:16][O:17][CH3:18])[C:3]1=[O:19])=[O:31])[CH2:26][CH:27]([CH3:28])[CH3:29])=[O:23], predict the reactants needed to synthesize it. The reactants are: [NH2:1][C@H:2]1[CH2:8][CH:7]=[CH:6][C@@H:5]([C:9]2[CH:14]=[CH:13][CH:12]=[CH:11][CH:10]=2)[N:4]([CH2:15][CH2:16][O:17][CH3:18])[C:3]1=[O:19].[OH:20][C@@H:21]([CH2:33][CH:34]([CH3:36])[CH3:35])[C:22]([NH:24][C@H:25]([C:30](O)=[O:31])[CH2:26][CH:27]([CH3:29])[CH3:28])=[O:23].